From a dataset of Forward reaction prediction with 1.9M reactions from USPTO patents (1976-2016). Predict the product of the given reaction. (1) Given the reactants [Cl:1][C:2]1[CH:3]=[C:4]2[C:8](=[CH:9][CH:10]=1)[NH:7][CH:6]=[C:5]2[CH2:11][CH2:12][NH:13][C:14](=[O:22])[C:15]1[CH:20]=[CH:19][CH:18]=[CH:17][C:16]=1I.[Cl:23][C:24]1[CH:29]=[CH:28][CH:27]=[CH:26][C:25]=1B(O)O.C(=O)([O-])[O-].[Na+].[Na+], predict the reaction product. The product is: [Cl:23][C:24]1[CH:25]=[C:26]([C:16]2[C:15]([C:14]([NH:13][CH2:12][CH2:11][C:5]3[C:4]4[C:8](=[CH:9][CH:10]=[C:2]([Cl:1])[CH:3]=4)[NH:7][CH:6]=3)=[O:22])=[CH:20][CH:19]=[CH:18][CH:17]=2)[CH:27]=[CH:28][CH:29]=1. (2) Given the reactants [Cl:1][C:2]1[C:8]([Cl:9])=[CH:7][CH:6]=[CH:5][C:3]=1[NH2:4].[OH-].[Na+].[C:12](Cl)([O:14][CH2:15][C:16]([Cl:19])([Cl:18])[Cl:17])=[O:13].O, predict the reaction product. The product is: [Cl:17][C:16]([Cl:19])([Cl:18])[CH2:15][O:14][C:12](=[O:13])[NH:4][C:3]1[CH:5]=[CH:6][CH:7]=[C:8]([Cl:9])[C:2]=1[Cl:1]. (3) Given the reactants C([O:5][C:6](=O)[CH2:7][CH:8]([NH:16][C:17]([O:19][C:20]([CH3:23])([CH3:22])[CH3:21])=[O:18])[C:9]1[CH:14]=[CH:13][CH:12]=[C:11]([F:15])[CH:10]=1)(C)(C)C.[H-].[Al+3].[Li+].[H-].[H-].[H-], predict the reaction product. The product is: [C:20]([O:19][C:17](=[O:18])[NH:16][C@H:8]([C:9]1[CH:14]=[CH:13][CH:12]=[C:11]([F:15])[CH:10]=1)[CH2:7][CH2:6][OH:5])([CH3:23])([CH3:21])[CH3:22]. (4) The product is: [F:4][C:5]1[C:6]([O:14][CH2:15][C:16]2[CH:21]=[CH:20][CH:19]=[CH:18][CH:17]=2)=[C:7]([C:11]2[NH:12][C:26]([CH3:28])=[CH:25][C:24](=[O:23])[N:13]=2)[CH:8]=[CH:9][CH:10]=1. Given the reactants C[O-].[Na+].[F:4][C:5]1[C:6]([O:14][CH2:15][C:16]2[CH:21]=[CH:20][CH:19]=[CH:18][CH:17]=2)=[C:7]([C:11](=[NH:13])[NH2:12])[CH:8]=[CH:9][CH:10]=1.C[O:23][C:24](=O)[CH2:25][C:26]([CH3:28])=O, predict the reaction product. (5) Given the reactants [CH2:1]([O:3][C:4]1[CH:5]=[C:6]([CH:28]=[C:29]([O:32][CH2:33][CH3:34])[C:30]=1I)[CH2:7][N:8]1[CH2:11][C:10]2([CH2:15][C:14]([N:16]3[CH2:21][CH2:20][C:19]([CH3:27])([C:22]([O:24]CC)=[O:23])[CH2:18][CH2:17]3)=[N:13][O:12]2)[CH2:9]1)[CH3:2].[F:35][C:36]([F:47])([F:46])[C:37]1[CH:42]=[CH:41][C:40](B(O)O)=[CH:39][CH:38]=1, predict the reaction product. The product is: [CH2:33]([O:32][C:29]1[CH:28]=[C:6]([CH2:7][N:8]2[CH2:11][C:10]3([CH2:15][C:14]([N:16]4[CH2:21][CH2:20][C:19]([CH3:27])([C:22]([OH:24])=[O:23])[CH2:18][CH2:17]4)=[N:13][O:12]3)[CH2:9]2)[CH:5]=[C:4]([O:3][CH2:1][CH3:2])[C:30]=1[C:40]1[CH:41]=[CH:42][C:37]([C:36]([F:47])([F:46])[F:35])=[CH:38][CH:39]=1)[CH3:34]. (6) Given the reactants FC(F)(F)S(O[C:7]1[CH:16]=[CH:15][C:14]2[C:13](=[O:17])[CH2:12][CH2:11][CH2:10][C:9]=2[CH:8]=1)(=O)=O.[O:20]1[CH2:25][CH:24]=[C:23](B2OC(C)(C)C(C)(C)O2)[CH2:22][CH2:21]1.C([O-])(O)=O.[Na+], predict the reaction product. The product is: [O:20]1[CH2:21][CH:22]=[C:23]([C:7]2[CH:8]=[C:9]3[C:14](=[CH:15][CH:16]=2)[C:13](=[O:17])[CH2:12][CH2:11][CH2:10]3)[CH2:24][CH2:25]1. (7) Given the reactants [CH2:1]([C@:8]12[C:21]3[C:16](=[CH:17][C:18]([C:22]([NH:24][C:25]4[C:26]([CH3:31])=[N:27][CH:28]=[CH:29][CH:30]=4)=[O:23])=[CH:19][CH:20]=3)[CH:15]=[CH:14][C@H:13]1[CH2:12][C:11]1([O:35][CH2:34][CH2:33][O:32]1)[CH2:10][CH2:9]2)[C:2]1[CH:7]=[CH:6][CH:5]=[CH:4][CH:3]=1.O=O.CN.[C:40]([BH3-])#[N:41].[Na+].C([O-])(O)=O.[Na+], predict the reaction product. The product is: [CH2:1]([C@@:8]12[CH2:9][CH2:10][C:11]3([O:35][CH2:34][CH2:33][O:32]3)[CH2:12][C@@H:13]1[CH2:14][N:41]([CH3:40])[CH2:15][C:16]1[CH:17]=[C:18]([C:22]([NH:24][C:25]3[C:26]([CH3:31])=[N:27][CH:28]=[CH:29][CH:30]=3)=[O:23])[CH:19]=[CH:20][C:21]=12)[C:2]1[CH:3]=[CH:4][CH:5]=[CH:6][CH:7]=1.